From a dataset of Full USPTO retrosynthesis dataset with 1.9M reactions from patents (1976-2016). Predict the reactants needed to synthesize the given product. (1) The reactants are: [CH3:1][O:2][C:3]([C:5]1[S:6][C:7]([C:17]2[CH2:22][CH2:21][CH2:20][CH2:19][CH:18]=2)=[CH:8][C:9]=1[NH:10][C:11]1[CH:16]=[CH:15][CH:14]=[CH:13][CH:12]=1)=[O:4].[CH3:23][C@H:24]1[CH2:29][CH2:28][C@H:27]([C:30](Cl)=[O:31])[CH2:26][CH2:25]1. Given the product [CH3:1][O:2][C:3]([C:5]1[S:6][C:7]([C:17]2[CH2:22][CH2:21][CH2:20][CH2:19][CH:18]=2)=[CH:8][C:9]=1[N:10]([C:30]([C@H:27]1[CH2:28][CH2:29][C@H:24]([CH3:23])[CH2:25][CH2:26]1)=[O:31])[C:11]1[CH:16]=[CH:15][CH:14]=[CH:13][CH:12]=1)=[O:4], predict the reactants needed to synthesize it. (2) Given the product [C:1]([O:25][CH2:24][C:23]([CH3:27])([CH3:26])[CH2:22][N:21]1[C:15]2[CH:14]=[CH:13][C:12]([Cl:11])=[CH:55][C:16]=2[C@@H:17]([C:45]2[CH:50]=[CH:49][CH:48]=[C:47]([O:51][CH3:52])[C:46]=2[O:53][CH3:54])[O:18][C@H:19]([CH2:29][C:30]([NH:32][C:33]2[CH:34]=[C:35]([CH2:40][CH2:41][C:42]([OH:44])=[O:43])[CH:36]=[CH:37][C:38]=2[F:39])=[O:31])[C:20]1=[O:28])(=[O:3])[CH3:2], predict the reactants needed to synthesize it. The reactants are: [C:1](Cl)(=[O:3])[CH3:2].N1C=CC=CC=1.[Cl:11][C:12]1[CH:13]=[CH:14][C:15]2[N:21]([CH2:22][C:23]([CH3:27])([CH3:26])[CH2:24][OH:25])[C:20](=[O:28])[C@@H:19]([CH2:29][C:30]([NH:32][C:33]3[CH:34]=[C:35]([CH2:40][CH2:41][C:42]([OH:44])=[O:43])[CH:36]=[CH:37][C:38]=3[F:39])=[O:31])[O:18][C@H:17]([C:45]3[CH:50]=[CH:49][CH:48]=[C:47]([O:51][CH3:52])[C:46]=3[O:53][CH3:54])[C:16]=2[CH:55]=1.O. (3) Given the product [C:9]([O:13][C:14]([N:16]1[CH2:21][CH2:20][CH:19]([CH2:22][N:1]2[CH2:5][CH2:4][CH2:3][C:2]2=[O:6])[CH2:18][CH2:17]1)=[O:15])([CH3:12])([CH3:10])[CH3:11], predict the reactants needed to synthesize it. The reactants are: [NH:1]1[CH2:5][CH2:4][CH2:3][C:2]1=[O:6].[H-].[Na+].[C:9]([O:13][C:14]([N:16]1[CH2:21][CH2:20][CH:19]([CH2:22]Br)[CH2:18][CH2:17]1)=[O:15])([CH3:12])([CH3:11])[CH3:10]. (4) Given the product [CH3:14][C:15]1[N:20]=[CH:19][C:18]([NH2:21])=[CH:17][C:16]=1[C:2]1[CH:3]=[N:4][CH:5]=[C:6]([N:8]2[CH2:13][CH2:12][O:11][CH2:10][CH2:9]2)[N:7]=1, predict the reactants needed to synthesize it. The reactants are: Cl[C:2]1[N:7]=[C:6]([N:8]2[CH2:13][CH2:12][O:11][CH2:10][CH2:9]2)[CH:5]=[N:4][CH:3]=1.[CH3:14][C:15]1[N:20]=[CH:19][C:18]([NH2:21])=[CH:17][C:16]=1B1OC(C)(C)C(C)(C)O1.C(Cl)Cl.C(=O)([O-])[O-].[Na+].[Na+]. (5) The reactants are: [C:1]1([OH:11])[C:10]2[C:5](=[CH:6][CH:7]=[CH:8][CH:9]=2)[CH:4]=[CH:3][CH:2]=1.[CH3:12][O:13][CH2:14][CH2:15]Cl.[OH-].[Na+].C(O)C. Given the product [CH3:12][O:13][CH2:14][CH2:15][O:11][C:1]1[C:10]2[C:5](=[CH:6][CH:7]=[CH:8][CH:9]=2)[CH:4]=[CH:3][CH:2]=1, predict the reactants needed to synthesize it. (6) Given the product [CH3:24][C:21]1[CH:22]=[CH:23][C:18]2[N:14]([C:12]([CH:11]([C:7]3[CH:6]=[C:5]4[C:10](=[CH:9][CH:8]=3)[N:1]=[CH:2][CH:3]=[CH:4]4)[CH3:16])=[N:20][N:19]=2)[N:15]=1, predict the reactants needed to synthesize it. The reactants are: [N:1]1[C:10]2[C:5](=[CH:6][C:7]([CH:11]([CH3:16])[C:12]([NH:14][NH2:15])=O)=[CH:8][CH:9]=2)[CH:4]=[CH:3][CH:2]=1.Cl[C:18]1[N:19]=[N:20][C:21]([CH3:24])=[CH:22][CH:23]=1. (7) Given the product [O:7]([CH2:11][C:12]1[CH:13]=[N:14][C:15]2[C:20]([C:21]=1[C:22]1[CH:27]=[CH:26][CH:25]=[CH:24][CH:23]=1)=[CH:19][CH:18]=[CH:17][C:16]=2[C:28]([F:31])([F:29])[F:30])[C:1]1[CH:6]=[CH:5][CH:4]=[CH:3][CH:2]=1, predict the reactants needed to synthesize it. The reactants are: [C:1]1([OH:7])[CH:6]=[CH:5][CH:4]=[CH:3][CH:2]=1.[H-].[Na+].Br[CH2:11][C:12]1[CH:13]=[N:14][C:15]2[C:20]([C:21]=1[C:22]1[CH:27]=[CH:26][CH:25]=[CH:24][CH:23]=1)=[CH:19][CH:18]=[CH:17][C:16]=2[C:28]([F:31])([F:30])[F:29].O. (8) Given the product [N:44]12[CH2:51][CH2:50][CH:47]([CH2:48][CH2:49]1)[C@@H:46]([O:10][C:9](=[O:11])[C:8]([C:5]1[CH:6]=[CH:7][C:2]([CH3:1])=[CH:3][CH:4]=1)([NH2:18])[C:12]1[CH:13]=[CH:14][CH:15]=[CH:16][CH:17]=1)[CH2:45]2, predict the reactants needed to synthesize it. The reactants are: [CH3:1][C:2]1[CH:7]=[CH:6][C:5]([C:8]([NH2:18])([C:12]2[CH:17]=[CH:16][CH:15]=[CH:14][CH:13]=2)[C:9]([OH:11])=[O:10])=[CH:4][CH:3]=1.C1CCC(N=C=NC2CCCCC2)CC1.C1C=CC2N(O)N=NC=2C=1.[N:44]12[CH2:51][CH2:50][CH:47]([CH2:48][CH2:49]1)[C@@H:46](O)[CH2:45]2. (9) The reactants are: O[CH:2]1[C:11]2[N:10]=[CH:9][CH:8]=[CH:7][C:6]=2[CH2:5][CH2:4][CH2:3]1.C(N(CC)CC)C.CS(Cl)(=O)=O.[N-:24]=[N+:25]=[N-:26].[Na+]. Given the product [N:24]([CH:2]1[C:11]2[N:10]=[CH:9][CH:8]=[CH:7][C:6]=2[CH2:5][CH2:4][CH2:3]1)=[N+:25]=[N-:26], predict the reactants needed to synthesize it.